This data is from Peptide-MHC class II binding affinity with 134,281 pairs from IEDB. The task is: Regression. Given a peptide amino acid sequence and an MHC pseudo amino acid sequence, predict their binding affinity value. This is MHC class II binding data. (1) The peptide sequence is LVGPTPVNIIGRNLLTQLGC. The MHC is HLA-DQA10501-DQB10301 with pseudo-sequence HLA-DQA10501-DQB10301. The binding affinity (normalized) is 0. (2) The MHC is DRB1_0301 with pseudo-sequence DRB1_0301. The binding affinity (normalized) is 0. The peptide sequence is KLYNNGFTSVQGYAFN. (3) The peptide sequence is VAWQVKLLPVPPTVT. The MHC is HLA-DPA10103-DPB10201 with pseudo-sequence HLA-DPA10103-DPB10201. The binding affinity (normalized) is 0.496. (4) The peptide sequence is VTRMAMTDTTPFGQQ. The MHC is DRB1_0404 with pseudo-sequence DRB1_0404. The binding affinity (normalized) is 0.733. (5) The peptide sequence is VCGMFTNRSGSQQW. The MHC is HLA-DQA10101-DQB10501 with pseudo-sequence HLA-DQA10101-DQB10501. The binding affinity (normalized) is 0.0242. (6) The MHC is DRB1_1302 with pseudo-sequence DRB1_1302. The peptide sequence is SQDLELSWNLNGLQTY. The binding affinity (normalized) is 0.647. (7) The peptide sequence is GRSHVRARLARRSAE. The MHC is H-2-IAd with pseudo-sequence H-2-IAd. The binding affinity (normalized) is 0.414. (8) The peptide sequence is DINVGFKAAVAAAAG. The MHC is HLA-DQA10501-DQB10301 with pseudo-sequence HLA-DQA10501-DQB10301. The binding affinity (normalized) is 0.843.